Dataset: Reaction yield outcomes from USPTO patents with 853,638 reactions. Task: Predict the reaction yield, written as a fraction of the theoretical maximum amount of product (1.0 means a 100% yield; for example, 0.34 means a 34% yield). (1) The reactants are [NH2:1][C:2]1[C:7]([Cl:8])=[C:6]([O:9][CH2:10][CH:11]([O:14][CH3:15])[O:12][CH3:13])[CH:5]=[CH:4][C:3]=1[C:16](=[O:18])[CH3:17].[CH:19]([C:22]1[N:23]=[C:24]([C:27](O)=[O:28])[S:25][CH:26]=1)([CH3:21])[CH3:20].O=P(Cl)(Cl)Cl. The catalyst is N1C=CC=CC=1. The product is [C:16]([C:3]1[C:2]([NH:1][C:27]([C:24]2[S:25][CH:26]=[C:22]([CH:19]([CH3:21])[CH3:20])[N:23]=2)=[O:28])=[C:7]([Cl:8])[C:6]([O:9][CH2:10][CH:11]([O:12][CH3:13])[O:14][CH3:15])=[CH:5][CH:4]=1)(=[O:18])[CH3:17]. The yield is 0.960. (2) The reactants are [F:1][C:2]1[CH:7]=[CH:6][C:5]([O:8][CH3:9])=[C:4](Br)[CH:3]=1.C([Li])CCC.[CH2:16]([O:20][CH2:21][C:22]1[CH:27]=[CH:26][CH:25]=[CH:24][CH:23]=1)[C@H:17]1[O:19][CH2:18]1. The catalyst is O1CCCC1.[Cu]Br.CSC.B(F)(F)F.CCOCC. The product is [CH2:21]([O:20][CH2:16][C@@H:17]([OH:19])[CH2:18][C:4]1[CH:3]=[C:2]([F:1])[CH:7]=[CH:6][C:5]=1[O:8][CH3:9])[C:22]1[CH:27]=[CH:26][CH:25]=[CH:24][CH:23]=1. The yield is 0.700. (3) The reactants are [SH:1][C:2]1[O:3][C:4]2[C:9]([C:10](=[O:13])[C:11]=1[CH3:12])=[CH:8][CH:7]=[CH:6][CH:5]=2.[C:14](=O)([O-])[O-].[K+].[K+].IC.Cl. The catalyst is CC(C)=O.O. The product is [CH3:12][C:11]1[C:10](=[O:13])[C:9]2[C:4](=[CH:5][CH:6]=[CH:7][CH:8]=2)[O:3][C:2]=1[S:1][CH3:14]. The yield is 0.800. (4) The reactants are [ClH:1].[N:2]1([C:9]2[CH:14]=[CH:13][C:12]([NH:15][C:16]([C:18]3[N:19]=[C:20]([C:27]4[CH:32]=[CH:31][CH:30]=[CH:29][CH:28]=4)[O:21][C:22]=3[C:23]([F:26])([F:25])[F:24])=[O:17])=[CH:11][CH:10]=2)[CH2:8][CH2:7][CH2:6][NH:5][CH2:4][CH2:3]1.[CH3:33][C:34]1([CH3:41])[CH2:39][C:38](=[O:40])[O:37][C:35]1=[O:36]. The catalyst is C(Cl)Cl. The product is [ClH:1].[CH3:33][C:34]([CH3:41])([CH2:39][C:38](=[O:40])[N:5]1[CH2:6][CH2:7][CH2:8][N:2]([C:9]2[CH:14]=[CH:13][C:12]([NH:15][C:16]([C:18]3[N:19]=[C:20]([C:27]4[CH:32]=[CH:31][CH:30]=[CH:29][CH:28]=4)[O:21][C:22]=3[C:23]([F:26])([F:24])[F:25])=[O:17])=[CH:11][CH:10]=2)[CH2:3][CH2:4]1)[C:35]([OH:37])=[O:36]. The yield is 0.850. (5) The reactants are Cl[CH2:2][CH2:3][CH2:4][N:5]1[C:9]2[CH:10]=[CH:11][CH:12]=[CH:13][C:8]=2[CH:7]=[N:6]1.[F:14][C:15]([F:29])([F:28])[C:16]1[CH:17]=[C:18]([N:22]2[CH2:27][CH2:26][NH:25][CH2:24][CH2:23]2)[CH:19]=[CH:20][CH:21]=1.C(N(C(C)C)CC)(C)C.[I-].[K+]. The catalyst is C(#N)C. The product is [F:29][C:15]([F:14])([F:28])[C:16]1[CH:17]=[C:18]([N:22]2[CH2:27][CH2:26][N:25]([CH2:2][CH2:3][CH2:4][N:5]3[C:9]4[CH:10]=[CH:11][CH:12]=[CH:13][C:8]=4[CH:7]=[N:6]3)[CH2:24][CH2:23]2)[CH:19]=[CH:20][CH:21]=1. The yield is 0.631. (6) The reactants are [CH3:1][C:2]([CH3:19])([CH3:18])[C:3]#[C:4][C:5]1[C:10]([F:11])=[CH:9][CH:8]=[CH:7][C:6]=1[NH:12]C(=O)CCC.CC([O-])(C)C.[K+].O. The catalyst is CN(C=O)C. The product is [C:2]([C:3]1[NH:12][C:6]2[C:5]([CH:4]=1)=[C:10]([F:11])[CH:9]=[CH:8][CH:7]=2)([CH3:19])([CH3:18])[CH3:1]. The yield is 0.970. (7) The reactants are [H-].[Na+].[Br:3][C:4]1[CH:9]=[C:8]([CH:10]([CH3:12])[CH3:11])[CH:7]=[CH:6][C:5]=1[NH:13][C:14]1[N:15]=[C:16]([CH3:29])[C:17]2[CH2:23][CH2:22][CH2:21][N:20]([CH:24]([CH2:27][CH3:28])[CH2:25][CH3:26])[C:18]=2[N:19]=1.I[CH2:31][CH3:32]. The catalyst is CN(C)C=O. The product is [Br:3][C:4]1[CH:9]=[C:8]([CH:10]([CH3:11])[CH3:12])[CH:7]=[CH:6][C:5]=1[N:13]([CH2:31][CH3:32])[C:14]1[N:15]=[C:16]([CH3:29])[C:17]2[CH2:23][CH2:22][CH2:21][N:20]([CH:24]([CH2:25][CH3:26])[CH2:27][CH3:28])[C:18]=2[N:19]=1. The yield is 0.670. (8) The reactants are [F:1][C:2]1[N:12]=[CH:11][C:5]2[NH:6][C:7](=O)[N:8]=[CH:9][C:4]=2[CH:3]=1.S(Cl)(Cl)=O.[C:17]([C:19]1[CH:20]=[C:21]([CH:23]=[CH:24][C:25]=1[F:26])[NH2:22])#[CH:18]. The catalyst is CN(C=O)C.CC(N(C)C)=O. The product is [C:17]([C:19]1[CH:20]=[C:21]([NH:22][C:9]2[C:4]3[CH:3]=[C:2]([F:1])[N:12]=[CH:11][C:5]=3[N:6]=[CH:7][N:8]=2)[CH:23]=[CH:24][C:25]=1[F:26])#[CH:18]. The yield is 0.850.